This data is from Full USPTO retrosynthesis dataset with 1.9M reactions from patents (1976-2016). The task is: Predict the reactants needed to synthesize the given product. (1) The reactants are: [CH3:1][C:2]1[N:7]=[C:6]([C:8]2[C:9]([C:16]3[C:25]4[C:20](=[CH:21][C:22]([C:26](O)=[O:27])=[CH:23][CH:24]=4)[N:19]=[CH:18][CH:17]=3)=[C:10]3[CH2:15][CH2:14][CH2:13][N:11]3[N:12]=2)[CH:5]=[CH:4][CH:3]=1.[C:29]([O:33][C:34](=[O:41])[NH:35][CH2:36][C:37]([NH2:40])([CH3:39])[CH3:38])([CH3:32])([CH3:31])[CH3:30].C(Cl)CCl.ON1C2C=CC=CC=2N=N1.C(N(CC)C(C)C)(C)C. Given the product [C:29]([O:33][C:34](=[O:41])[NH:35][CH2:36][C:37]([CH3:39])([NH:40][C:26]([C:22]1[CH:21]=[C:20]2[C:25]([C:16]([C:9]3[C:8]([C:6]4[CH:5]=[CH:4][CH:3]=[C:2]([CH3:1])[N:7]=4)=[N:12][N:11]4[CH2:13][CH2:14][CH2:15][C:10]=34)=[CH:17][CH:18]=[N:19]2)=[CH:24][CH:23]=1)=[O:27])[CH3:38])([CH3:32])([CH3:30])[CH3:31], predict the reactants needed to synthesize it. (2) The reactants are: Cl[CH2:2][CH2:3][CH2:4][N:5]1[C:13]2[C:8](=[CH:9][CH:10]=[CH:11][C:12]=2[O:14][CH3:15])[C:7]([C:16]([NH:18][CH2:19][CH:20]([CH3:22])[CH3:21])=[O:17])=[CH:6]1.[I-].[K+].CCN(C(C)C)C(C)C.[NH:34]1[CH2:39][CH2:38][CH:37]([C:40]2[S:41][C:42]3[CH:48]=[CH:47][CH:46]=[CH:45][C:43]=3[N:44]=2)[CH2:36][CH2:35]1. Given the product [S:41]1[C:42]2[CH:48]=[CH:47][CH:46]=[CH:45][C:43]=2[N:44]=[C:40]1[CH:37]1[CH2:38][CH2:39][N:34]([CH2:2][CH2:3][CH2:4][N:5]2[C:13]3[C:8](=[CH:9][CH:10]=[CH:11][C:12]=3[O:14][CH3:15])[C:7]([C:16]([NH:18][CH2:19][CH:20]([CH3:22])[CH3:21])=[O:17])=[CH:6]2)[CH2:35][CH2:36]1, predict the reactants needed to synthesize it. (3) The reactants are: Cl.[NH2:2][CH2:3][CH2:4][CH2:5][CH2:6][NH:7][S:8]([CH3:11])(=[O:10])=[O:9].Cl[C:13]1[C:22]2[C:17](=[CH:18][C:19]([C:23]3[CH:28]=[CH:27][CH:26]=[CH:25][CH:24]=3)=[CH:20][CH:21]=2)[N:16]=[CH:15][C:14]=1[N+:29]([O-:31])=[O:30].C(N(CC)CC)C.O. Given the product [N+:29]([C:14]1[CH:15]=[N:16][C:17]2[C:22]([C:13]=1[NH:2][CH2:3][CH2:4][CH2:5][CH2:6][NH:7][S:8]([CH3:11])(=[O:10])=[O:9])=[CH:21][CH:20]=[C:19]([C:23]1[CH:28]=[CH:27][CH:26]=[CH:25][CH:24]=1)[CH:18]=2)([O-:31])=[O:30], predict the reactants needed to synthesize it. (4) Given the product [OH:30][CH2:29][C:28]([NH:27][C:12]([C:3]1[O:4][C:5]2[C:10]([Br:11])=[CH:9][N:8]=[CH:7][C:6]=2[C:2]=1[Br:1])=[O:14])([CH3:32])[CH3:31], predict the reactants needed to synthesize it. The reactants are: [Br:1][C:2]1[C:6]2[CH:7]=[N:8][CH:9]=[C:10]([Br:11])[C:5]=2[O:4][C:3]=1[C:12]([OH:14])=O.C(C1NC=CN=1)(C1NC=CN=1)=O.[NH2:27][C:28]([CH3:32])([CH3:31])[CH2:29][OH:30]. (5) Given the product [CH3:32][C:27]1[CH:26]=[C:25]([P:16]([C:17]2[CH:18]=[C:19]([CH3:24])[CH:20]=[C:21]([CH3:23])[CH:22]=2)[C:2]2[CH:7]=[CH:6][CH:5]=[C:4]([CH2:8][CH3:9])[N:3]=2)[CH:30]=[C:29]([CH3:31])[CH:28]=1, predict the reactants needed to synthesize it. The reactants are: Br[C:2]1[CH:7]=[CH:6][CH:5]=[C:4]([CH2:8][CH3:9])[N:3]=1.C([Li])CCC.Cl[P:16]([C:25]1[CH:30]=[C:29]([CH3:31])[CH:28]=[C:27]([CH3:32])[CH:26]=1)[C:17]1[CH:22]=[C:21]([CH3:23])[CH:20]=[C:19]([CH3:24])[CH:18]=1.[Cl-].[Na+].